This data is from Forward reaction prediction with 1.9M reactions from USPTO patents (1976-2016). The task is: Predict the product of the given reaction. (1) Given the reactants [NH:1]1[C:9]2[C:4](=[CH:5][C:6]([NH:10][CH:11]3[CH2:16][CH2:15][C:14](=O)[CH2:13][CH2:12]3)=[CH:7][CH:8]=2)[CH:3]=[N:2]1.C([O-])(=O)C.[NH4+:22].C(O[BH-](OC(=O)C)OC(=O)C)(=O)C.[Na+].Cl.CO, predict the reaction product. The product is: [NH:1]1[C:9]2[C:4](=[CH:5][C:6]([NH:10][CH:11]3[CH2:16][CH2:15][CH:14]([NH2:22])[CH2:13][CH2:12]3)=[CH:7][CH:8]=2)[CH:3]=[N:2]1. (2) Given the reactants CI.[NH2:3][N:4]1[C:22]2([CH2:27][CH2:26][O:25][CH2:24][CH2:23]2)[CH2:21][C:7]2[NH:8][C:9]3[CH:15]=[CH:14][C:13]([O:16][C:17]([F:20])([F:19])[F:18])=[CH:12][C:10]=3[S:11][C:6]=2[C:5]1=[O:28].[C:29]([O-])([O-])=O.[K+].[K+], predict the reaction product. The product is: [CH3:29][NH:3][N:4]1[C:22]2([CH2:27][CH2:26][O:25][CH2:24][CH2:23]2)[CH2:21][C:7]2[NH:8][C:9]3[CH:15]=[CH:14][C:13]([O:16][C:17]([F:19])([F:20])[F:18])=[CH:12][C:10]=3[S:11][C:6]=2[C:5]1=[O:28]. (3) Given the reactants [CH:1]1[CH:6]=[C:5]([C:7]([C:17]2[CH:22]=[C:21]([I:23])[C:20]([O-:24])=[C:19]([I:25])[CH:18]=2)=[C:8]2[CH:14]=[C:13]([I:15])[C:11](=[O:12])[C:10]([I:16])=[CH:9]2)[C:4]([C:26]([O-:28])=[O:27])=[CH:3][CH:2]=1.[Na+:29].[Na+].[CH2:31]([O:33][C:34]([N:36]1[CH2:41][CH2:40][N:39]([C:42](=[O:53])[C@H:43]([CH2:45][C:46]2[CH:51]=[CH:50][CH:49]=[C:48]([NH2:52])[CH:47]=2)[NH2:44])[CH2:38][CH2:37]1)=[O:35])[CH3:32].C([O-])(=O)C.[Na+].[N:59]#[C:60]Br, predict the reaction product. The product is: [CH:1]1[CH:6]=[C:5]([C:7]([C:8]2[CH:9]=[C:10]([I:16])[C:11]([O-:12])=[C:13]([I:15])[CH:14]=2)=[C:17]2[CH:18]=[C:19]([I:25])[C:20](=[O:24])[C:21]([I:23])=[CH:22]2)[C:4]([C:26]([O-:28])=[O:27])=[CH:3][CH:2]=1.[Na+:29].[Na+:29].[CH2:31]([O:33][C:34]([N:36]1[CH2:37][CH2:38][N:39]([C:42](=[O:53])[C@H:43]([CH2:45][C:46]2[CH:51]=[CH:50][CH:49]=[C:48]([NH:52][C:60]#[N:59])[CH:47]=2)[NH2:44])[CH2:40][CH2:41]1)=[O:35])[CH3:32].